Task: Predict the reactants needed to synthesize the given product.. Dataset: Full USPTO retrosynthesis dataset with 1.9M reactions from patents (1976-2016) Given the product [Cl:27][C:20]1[CH:21]=[C:22]([F:26])[C:23]([F:25])=[CH:24][C:19]=1[C:18]([NH:17][C:15](=[O:16])[NH:14][C:4]1[CH:3]=[C:2]([NH:1][C:36]([O:38][C:39]2[CH:44]=[CH:43][C:42]([Cl:45])=[CH:41][CH:40]=2)=[O:37])[CH:7]=[CH:6][C:5]=1/[CH:8]=[CH:9]/[C:10]([O:12][CH3:13])=[O:11])=[O:28], predict the reactants needed to synthesize it. The reactants are: [NH2:1][C:2]1[CH:7]=[CH:6][C:5]([CH:8]=[CH:9][C:10]([O:12][CH3:13])=[O:11])=[C:4]([NH:14][C:15]([NH:17][C:18](=[O:28])[C:19]2[CH:24]=[C:23]([F:25])[C:22]([F:26])=[CH:21][C:20]=2[Cl:27])=[O:16])[CH:3]=1.C(=O)([O-])[O-].[K+].[K+].Cl[C:36]([O:38][C:39]1[CH:44]=[CH:43][C:42]([Cl:45])=[CH:41][CH:40]=1)=[O:37].